From a dataset of Forward reaction prediction with 1.9M reactions from USPTO patents (1976-2016). Predict the product of the given reaction. The product is: [CH3:1][N:2]1[CH2:7][CH2:6][CH:5]([CH2:8][CH2:9][O:10][C:11]2[CH:20]=[C:19]3[C:14]([C:15](=[O:29])[NH:16][CH:17]=[N:18]3)=[CH:13][C:12]=2[O:30][CH3:31])[CH2:4][CH2:3]1. Given the reactants [CH3:1][N:2]1[CH2:7][CH2:6][CH:5]([CH2:8][CH2:9][O:10][C:11]2[CH:20]=[C:19]3[C:14]([C:15](=[O:29])[N:16](COC(=O)C(C)(C)C)[CH:17]=[N:18]3)=[CH:13][C:12]=2[O:30][CH3:31])[CH2:4][CH2:3]1.N, predict the reaction product.